From a dataset of NCI-60 drug combinations with 297,098 pairs across 59 cell lines. Regression. Given two drug SMILES strings and cell line genomic features, predict the synergy score measuring deviation from expected non-interaction effect. Drug 1: CC1=C2C(C(=O)C3(C(CC4C(C3C(C(C2(C)C)(CC1OC(=O)C(C(C5=CC=CC=C5)NC(=O)OC(C)(C)C)O)O)OC(=O)C6=CC=CC=C6)(CO4)OC(=O)C)OC)C)OC. Drug 2: C1CC(C1)(C(=O)O)C(=O)O.[NH2-].[NH2-].[Pt+2]. Cell line: TK-10. Synergy scores: CSS=28.8, Synergy_ZIP=-6.27, Synergy_Bliss=-10.7, Synergy_Loewe=-8.60, Synergy_HSA=-6.76.